This data is from Forward reaction prediction with 1.9M reactions from USPTO patents (1976-2016). The task is: Predict the product of the given reaction. (1) Given the reactants Br[C:2]1[C:3]([O:18][CH2:19][C:20]2[C:21]([C:26]3[CH:31]=[CH:30][CH:29]=[CH:28][CH:27]=3)=[N:22][O:23][C:24]=2[CH3:25])=[N:4][C:5]([CH3:17])=[C:6]([CH:16]=1)[C:7]([NH:9][CH:10]1[CH2:15][CH2:14][O:13][CH2:12][CH2:11]1)=[O:8].C([O-])=O.[NH4+], predict the reaction product. The product is: [CH3:17][C:5]1[N:4]=[C:3]([O:18][CH2:19][C:20]2[C:21]([C:26]3[CH:31]=[CH:30][CH:29]=[CH:28][CH:27]=3)=[N:22][O:23][C:24]=2[CH3:25])[CH:2]=[CH:16][C:6]=1[C:7]([NH:9][CH:10]1[CH2:11][CH2:12][O:13][CH2:14][CH2:15]1)=[O:8]. (2) Given the reactants FC(F)(F)S(O[C:7]1[CH:12]=[CH:11][CH:10]=[C:9]([N+:13]([O-:15])=[O:14])[C:8]=1[C:16]#[N:17])(=O)=O.[CH3:20][C:21]([CH3:26])=[CH:22]B(O)O.C(=O)([O-])[O-].[Na+].[Na+], predict the reaction product. The product is: [N+:13]([C:9]1[CH:10]=[CH:11][CH:12]=[C:7]([CH:20]=[C:21]([CH3:26])[CH3:22])[C:8]=1[C:16]#[N:17])([O-:15])=[O:14]. (3) Given the reactants [CH3:1][C:2]1([CH3:13])[C:10]2[C:5](=[C:6]([NH2:11])[CH:7]=[CH:8][CH:9]=2)[CH:4]([CH3:12])[CH2:3]1.[C:14]([OH:23])(=[O:22])[C@H:15]([C@@H:17]([C:19]([OH:21])=[O:20])[OH:18])[OH:16], predict the reaction product. The product is: [C:14]([OH:23])(=[O:22])[C@H:15]([C@@H:17]([C:19]([OH:21])=[O:20])[OH:18])[OH:16].[CH3:1][C:2]1([CH3:13])[C:10]2[C:5](=[C:6]([NH2:11])[CH:7]=[CH:8][CH:9]=2)[CH:4]([CH3:12])[CH2:3]1. (4) Given the reactants [CH2:1]([C:3]1([CH2:18][C:19]([OH:21])=O)[C:8]2[NH:9][C:10]3[C:15]([C:7]=2[CH2:6][CH2:5][O:4]1)=[CH:14][CH:13]=[CH:12][C:11]=3[CH2:16][CH3:17])[CH3:2].[H-].[Na+].[CH2:24](Br)[C:25]1[CH:30]=[CH:29][CH:28]=[CH:27][CH:26]=1, predict the reaction product. The product is: [CH2:24]([N:9]1[C:10]2[C:15](=[CH:14][CH:13]=[CH:12][C:11]=2[CH2:16][CH3:17])[C:7]2[CH2:6][CH2:5][O:4][C:3]([CH2:18][CH2:19][OH:21])([CH2:1][CH3:2])[C:8]1=2)[C:25]1[CH:30]=[CH:29][CH:28]=[CH:27][CH:26]=1. (5) The product is: [CH:13]([C:10]1[CH:11]=[CH:12][C:7]([N:6]2[C:4](=[O:5])[C:3]3[C:2](=[CH:20][CH:19]=[CH:18][CH:17]=3)[N:1]=[C:27]2[C:25]2[CH:26]=[N:21][CH:22]=[N:23][CH:24]=2)=[CH:8][CH:9]=1)([CH2:15][CH3:16])[CH3:14]. Given the reactants [NH2:1][C:2]1[CH:20]=[CH:19][CH:18]=[CH:17][C:3]=1[C:4]([NH:6][C:7]1[CH:12]=[CH:11][C:10]([CH:13]([CH2:15][CH3:16])[CH3:14])=[CH:9][CH:8]=1)=[O:5].[N:21]1[CH:26]=[C:25]([CH:27]=O)[CH:24]=[N:23][CH:22]=1.OS([O-])=O.[Na+].CC1C=CC(S(O)(=O)=O)=CC=1, predict the reaction product. (6) Given the reactants CC1(C)C(C)(C)OB([C:9]2[CH:18]=[C:17]3[C:12]([CH:13]=[CH:14][N:15]=[CH:16]3)=[CH:11][CH:10]=2)O1.Br[C:21]1[CH:26]=[CH:25][C:24]([S:27]([N:30]2[CH2:44][CH2:43][C:33]3([O:38][CH2:37][C:36](=[O:39])[N:35]([CH:40]4[CH2:42][CH2:41]4)[CH2:34]3)[CH2:32][CH2:31]2)(=[O:29])=[O:28])=[CH:23][CH:22]=1, predict the reaction product. The product is: [CH:40]1([N:35]2[CH2:34][C:33]3([CH2:43][CH2:44][N:30]([S:27]([C:24]4[CH:23]=[CH:22][C:21]([C:9]5[CH:18]=[C:17]6[C:12]([CH:13]=[CH:14][N:15]=[CH:16]6)=[CH:11][CH:10]=5)=[CH:26][CH:25]=4)(=[O:28])=[O:29])[CH2:31][CH2:32]3)[O:38][CH2:37][C:36]2=[O:39])[CH2:41][CH2:42]1.